Dataset: Forward reaction prediction with 1.9M reactions from USPTO patents (1976-2016). Task: Predict the product of the given reaction. (1) Given the reactants C(NC(N1C2C(=C(CC3C4C(=NC=C(C5C=NC=CC=5)C=4)NC=3)C=CC=2)C=C1)=O)CCC.[CH2:33]([NH:37][C:38]([N:40]1[C:48]2[C:43](=[C:44]([CH:49]([OH:65])[C:50]3[C:58]4[C:53](=[N:54][CH:55]=[C:56]([C:59]5[CH:60]=[N:61][CH:62]=[CH:63][CH:64]=5)[CH:57]=4)[NH:52][CH:51]=3)[CH:45]=[CH:46][CH:47]=2)[CH:42]=[CH:41]1)=[O:39])[CH2:34][CH2:35][CH3:36], predict the reaction product. The product is: [CH2:33]([NH:37][C:38]([N:40]1[C:48]2[C:43](=[C:44]([C:49]([C:50]3[C:58]4[C:53](=[N:54][CH:55]=[C:56]([C:59]5[CH:60]=[N:61][CH:62]=[CH:63][CH:64]=5)[CH:57]=4)[NH:52][CH:51]=3)=[O:65])[CH:45]=[CH:46][CH:47]=2)[CH:42]=[CH:41]1)=[O:39])[CH2:34][CH2:35][CH3:36]. (2) The product is: [Cl:15][C:16]1[C:21]([S:22]([CH3:25])(=[O:24])=[O:23])=[CH:20][C:19]([C:26]2[N:27]([C:47]([N:6]3[CH2:5][CH2:4][NH:3][C:2](=[O:1])[CH2:7]3)=[O:48])[C@@:28]([C:40]3[CH:45]=[CH:44][C:43]([Cl:46])=[CH:42][CH:41]=3)([CH3:39])[C@@:29]([C:32]3[CH:33]=[CH:34][C:35]([Cl:38])=[CH:36][CH:37]=3)([CH3:31])[N:30]=2)=[C:18]([O:50][CH2:51][CH3:52])[CH:17]=1. Given the reactants [O:1]=[C:2]1[CH2:7][NH:6][CH2:5][CH2:4][NH:3]1.C(N(CC)CC)C.[Cl:15][C:16]1[C:21]([S:22]([CH3:25])(=[O:24])=[O:23])=[CH:20][C:19]([C:26]2[N:27]([C:47](Cl)=[O:48])[C:28]([C:40]3[CH:45]=[CH:44][C:43]([Cl:46])=[CH:42][CH:41]=3)([CH3:39])[C:29]([C:32]3[CH:37]=[CH:36][C:35]([Cl:38])=[CH:34][CH:33]=3)([CH3:31])[N:30]=2)=[C:18]([O:50][CH2:51][CH3:52])[CH:17]=1.O, predict the reaction product. (3) The product is: [Br:1][C:2]1[C:3](=[O:17])[NH:4][C:5](=[O:16])[N:6]([CH2:8][C:9]2[C:10]3[C:15](=[CH:14][CH:13]=[CH:12][CH:11]=3)[CH:21]=[CH:20][CH:19]=2)[N:7]=1. Given the reactants [Br:1][C:2]1[C:3](=[O:17])[NH:4][C:5](=[O:16])[N:6]([CH2:8][CH2:9][C:10]2[CH:15]=[CH:14][CH:13]=[CH:12][CH:11]=2)[N:7]=1.Br[CH2:19][C:20]1C2C(=CC=CC=2)C=C[CH:21]=1.C(I)CC1C=CC=CC=1, predict the reaction product. (4) Given the reactants [Cl:1][C:2]1[CH:3]=[C:4]2[C:9](=[CH:10][CH:11]=1)[N:8]=[C:7]([NH:12][C:13](=[O:17])OCC)[C:6]([O:18][CH3:19])=[N:5]2.[CH3:20][O:21][C:22]1[CH:27]=[CH:26][CH:25]=[CH:24][C:23]=1[N:28]1[CH2:33][CH2:32][NH:31][CH2:30][CH2:29]1, predict the reaction product. The product is: [Cl:1][C:2]1[CH:3]=[C:4]2[C:9](=[CH:10][CH:11]=1)[N:8]=[C:7]([NH:12][C:13]([N:31]1[CH2:30][CH2:29][N:28]([C:23]3[CH:24]=[CH:25][CH:26]=[CH:27][C:22]=3[O:21][CH3:20])[CH2:33][CH2:32]1)=[O:17])[C:6]([O:18][CH3:19])=[N:5]2. (5) Given the reactants [F:1][C:2]1[CH:3]=[C:4]([N:37]2[CH2:41][C@H:40]([CH2:42][NH:43][C:44](=[O:46])[CH3:45])[O:39][C:38]2=[O:47])[CH:5]=[CH:6][C:7]=1[C:8]1[C:9]([O:27]CC2C=CC(OC)=CC=2)=[N:10][C:11]([O:14][C@@H:15]2[CH2:20][O:19][C:18]3=[N:21][C:22]([N+:24]([O-:26])=[O:25])=[CH:23][N:17]3[CH2:16]2)=[N:12][CH:13]=1, predict the reaction product. The product is: [F:1][C:2]1[CH:3]=[C:4]([N:37]2[CH2:41][C@H:40]([CH2:42][NH:43][C:44](=[O:46])[CH3:45])[O:39][C:38]2=[O:47])[CH:5]=[CH:6][C:7]=1[C:8]1[C:9](=[O:27])[NH:10][C:11]([O:14][C@@H:15]2[CH2:20][O:19][C:18]3=[N:21][C:22]([N+:24]([O-:26])=[O:25])=[CH:23][N:17]3[CH2:16]2)=[N:12][CH:13]=1.